This data is from Full USPTO retrosynthesis dataset with 1.9M reactions from patents (1976-2016). The task is: Predict the reactants needed to synthesize the given product. (1) Given the product [CH3:11][NH:10][C:8](=[O:9])[C:7]1[C:2]([C:26]2[CH:27]=[CH:28][CH:29]=[CH:30][C:25]=2[CH3:34])=[CH:3][C:4]([N:12]2[CH2:17][CH2:16][N:15]([CH3:18])[CH2:14][CH2:13]2)=[N:5][CH:6]=1, predict the reactants needed to synthesize it. The reactants are: I[C:2]1[C:7]([C:8]([NH:10][CH3:11])=[O:9])=[CH:6][N:5]=[C:4]([N:12]2[CH2:17][CH2:16][N:15]([CH3:18])[CH2:14][CH2:13]2)[CH:3]=1.C(=O)([O-])[O-].[Na+].[Na+].[C:25]1([CH3:34])[CH:30]=[CH:29][CH:28]=[CH:27][C:26]=1B(O)O. (2) Given the product [CH3:36][N:33]1[CH2:34][CH2:35][N:30]([S:27]([C:23]2[CH:24]=[C:25]([NH:13][C:9]3[N:8]=[C:7]([C:4]4[N:3]([CH:14]5[CH2:19][CH2:18][O:17][CH2:16][CH2:15]5)[C:2]([CH3:1])=[N:6][CH:5]=4)[CH:12]=[CH:11][N:10]=3)[CH:26]=[CH:21][CH:22]=2)(=[O:29])=[O:28])[CH2:31][CH2:32]1, predict the reactants needed to synthesize it. The reactants are: [CH3:1][C:2]1[N:3]([CH:14]2[CH2:19][CH2:18][O:17][CH2:16][CH2:15]2)[C:4]([C:7]2[CH:12]=[CH:11][N:10]=[C:9]([NH2:13])[N:8]=2)=[CH:5][N:6]=1.Br[C:21]1[CH:22]=[C:23]([S:27]([N:30]2[CH2:35][CH2:34][N:33]([CH3:36])[CH2:32][CH2:31]2)(=[O:29])=[O:28])[CH:24]=[CH:25][CH:26]=1.C([O-])([O-])=O.[Cs+].[Cs+].CC(C1C=C(C(C)C)C(C2C=CC=CC=2P(C2CCCCC2)C2CCCCC2)=C(C(C)C)C=1)C. (3) Given the product [Cl:6][C:7]1[CH:38]=[C:37]([Cl:39])[CH:36]=[CH:35][C:8]=1[CH2:9][NH:10][C:11]1[C:20]2[C:15](=[CH:16][CH:17]=[C:18]([NH:21][C:4]([NH:3][CH2:1][CH3:2])=[O:5])[CH:19]=2)[N:14]=[C:13]([N:22]2[CH2:23][CH2:24][CH:25]([CH2:28][CH2:29][N:30]3[CH2:31][CH2:32][CH2:33][CH2:34]3)[CH2:26][CH2:27]2)[N:12]=1, predict the reactants needed to synthesize it. The reactants are: [CH2:1]([N:3]=[C:4]=[O:5])[CH3:2].[Cl:6][C:7]1[CH:38]=[C:37]([Cl:39])[CH:36]=[CH:35][C:8]=1[CH2:9][NH:10][C:11]1[C:20]2[C:15](=[CH:16][CH:17]=[C:18]([NH2:21])[CH:19]=2)[N:14]=[C:13]([N:22]2[CH2:27][CH2:26][CH:25]([CH2:28][CH2:29][N:30]3[CH2:34][CH2:33][CH2:32][CH2:31]3)[CH2:24][CH2:23]2)[N:12]=1. (4) Given the product [CH2:15]([C:23]1[CH:24]=[CH:25][C:26]([C:8]([N:4]2[CH2:5][CH2:6][CH2:7][CH:3]2[C:1]#[N:2])=[O:10])=[CH:30][CH:31]=1)[CH2:16][CH2:17][CH2:18][CH2:19][CH2:20][CH2:21][CH3:22], predict the reactants needed to synthesize it. The reactants are: [C:1]([CH:3]1[CH2:7][CH2:6][CH2:5][N:4]1[C:8]([O:10]C(C)(C)C)=O)#[N:2].[CH2:15]([C:23]1[CH:31]=[CH:30][C:26](C(O)=O)=[CH:25][CH:24]=1)[CH2:16][CH2:17][CH2:18][CH2:19][CH2:20][CH2:21][CH3:22]. (5) Given the product [CH3:34][N:35]([CH3:39])[CH2:36][CH2:37][NH:38][C:2]1[N:7]=[C:6]([C:8]2[CH:13]=[CH:12][CH:11]=[CH:10][CH:9]=2)[N:5]=[C:4]([C:14]([NH:16][C:17]2[CH:22]=[CH:21][CH:20]=[CH:19][C:18]=2[C:23]2[S:24][C:25]([C:28]3[CH:33]=[CH:32][CH:31]=[CH:30][CH:29]=3)=[N:26][N:27]=2)=[O:15])[CH:3]=1, predict the reactants needed to synthesize it. The reactants are: Cl[C:2]1[N:7]=[C:6]([C:8]2[CH:13]=[CH:12][CH:11]=[CH:10][CH:9]=2)[N:5]=[C:4]([C:14]([NH:16][C:17]2[CH:22]=[CH:21][CH:20]=[CH:19][C:18]=2[C:23]2[S:24][C:25]([C:28]3[CH:33]=[CH:32][CH:31]=[CH:30][CH:29]=3)=[N:26][N:27]=2)=[O:15])[CH:3]=1.[CH3:34][N:35]([CH3:39])[CH2:36][CH2:37][NH2:38].